This data is from Forward reaction prediction with 1.9M reactions from USPTO patents (1976-2016). The task is: Predict the product of the given reaction. (1) The product is: [CH2:23]([O:22][C:21]([N:20]([CH2:19][C:18]1[CH:32]=[C:14]([NH:13][C:11]([O:10][CH2:9][C@@H:8]([C:5]2[CH:6]=[CH:7][C:2]([B:46]([OH:47])[OH:45])=[CH:3][C:4]=2[CH3:41])[CH3:40])=[O:12])[CH:15]=[C:16]([F:39])[C:17]=1[O:33][C@H:34]1[CH2:38][CH2:37][O:36][CH2:35]1)[CH3:31])=[O:30])[C:24]1[CH:29]=[CH:28][CH:27]=[CH:26][CH:25]=1. Given the reactants Br[C:2]1[CH:7]=[CH:6][C:5]([C@@H:8]([CH3:40])[CH2:9][O:10][C:11]([NH:13][C:14]2[CH:15]=[C:16]([F:39])[C:17]([O:33][C@H:34]3[CH2:38][CH2:37][O:36][CH2:35]3)=[C:18]([CH:32]=2)[CH2:19][N:20]([CH3:31])[C:21](=[O:30])[O:22][CH2:23][C:24]2[CH:29]=[CH:28][CH:27]=[CH:26][CH:25]=2)=[O:12])=[C:4]([CH3:41])[CH:3]=1.CC1(C)C[O:47][B:46](B2OCC(C)(C)CO2)[O:45]C1.CC([O-])=O.[K+], predict the reaction product. (2) Given the reactants [NH2:1][C:2]1[CH:3]=[C:4](B(O)O)[CH:5]=[CH:6][CH:7]=1.[NH2:11][C:12]1[N:13]=[C:14]([N:23]2[CH2:28][CH2:27][N:26]([C:29](=[O:39])[CH2:30][O:31][C:32]3[CH:37]=[CH:36][C:35]([Cl:38])=[CH:34][CH:33]=3)[CH2:25][CH2:24]2)[C:15]2[N:21]=[C:20](Cl)[CH:19]=[CH:18][C:16]=2[N:17]=1, predict the reaction product. The product is: [NH2:11][C:12]1[N:13]=[C:14]([N:23]2[CH2:24][CH2:25][N:26]([C:29](=[O:39])[CH2:30][O:31][C:32]3[CH:37]=[CH:36][C:35]([Cl:38])=[CH:34][CH:33]=3)[CH2:27][CH2:28]2)[C:15]2[N:21]=[C:20]([C:4]3[CH:5]=[CH:6][CH:7]=[C:2]([NH2:1])[CH:3]=3)[CH:19]=[CH:18][C:16]=2[N:17]=1.